From a dataset of NCI-60 drug combinations with 297,098 pairs across 59 cell lines. Regression. Given two drug SMILES strings and cell line genomic features, predict the synergy score measuring deviation from expected non-interaction effect. (1) Drug 1: CC1=C2C(C(=O)C3(C(CC4C(C3C(C(C2(C)C)(CC1OC(=O)C(C(C5=CC=CC=C5)NC(=O)C6=CC=CC=C6)O)O)OC(=O)C7=CC=CC=C7)(CO4)OC(=O)C)O)C)OC(=O)C. Drug 2: C1=CN(C=N1)CC(O)(P(=O)(O)O)P(=O)(O)O. Cell line: SR. Synergy scores: CSS=53.2, Synergy_ZIP=-7.35, Synergy_Bliss=-13.0, Synergy_Loewe=-30.5, Synergy_HSA=-11.4. (2) Drug 1: C1=NC2=C(N=C(N=C2N1C3C(C(C(O3)CO)O)F)Cl)N. Drug 2: CC1CCCC2(C(O2)CC(NC(=O)CC(C(C(=O)C(C1O)C)(C)C)O)C(=CC3=CSC(=N3)C)C)C. Cell line: HCT-15. Synergy scores: CSS=36.6, Synergy_ZIP=1.40, Synergy_Bliss=0.217, Synergy_Loewe=-17.0, Synergy_HSA=0.667. (3) Drug 1: C1CC(CNC1)C2=CC=C(C=C2)N3C=C4C=CC=C(C4=N3)C(=O)N. Drug 2: COCCOC1=C(C=C2C(=C1)C(=NC=N2)NC3=CC=CC(=C3)C#C)OCCOC. Cell line: SW-620. Synergy scores: CSS=53.4, Synergy_ZIP=5.13, Synergy_Bliss=4.09, Synergy_Loewe=1.23, Synergy_HSA=4.68. (4) Drug 1: CCC1(CC2CC(C3=C(CCN(C2)C1)C4=CC=CC=C4N3)(C5=C(C=C6C(=C5)C78CCN9C7C(C=CC9)(C(C(C8N6C=O)(C(=O)OC)O)OC(=O)C)CC)OC)C(=O)OC)O.OS(=O)(=O)O. Drug 2: CC1CCCC2(C(O2)CC(NC(=O)CC(C(C(=O)C(C1O)C)(C)C)O)C(=CC3=CSC(=N3)C)C)C. Cell line: SF-539. Synergy scores: CSS=61.5, Synergy_ZIP=-2.63, Synergy_Bliss=-0.491, Synergy_Loewe=0.397, Synergy_HSA=3.68.